Dataset: HIV replication inhibition screening data with 41,000+ compounds from the AIDS Antiviral Screen. Task: Binary Classification. Given a drug SMILES string, predict its activity (active/inactive) in a high-throughput screening assay against a specified biological target. (1) The compound is CN(C)C=C1C(=O)NC(=O)NC1=O. The result is 0 (inactive). (2) The compound is CC1N=NC([S-])=NC1=O.[Pd+2]. The result is 0 (inactive). (3) The drug is C=C1C(=O)C23C(O)CC4C(C)(C)CCCC4(COC(C)=O)C2C(O)CC1C3O. The result is 0 (inactive). (4) The compound is CC(=O)c1ccc(N=NN2CCCC2)cc1. The result is 0 (inactive). (5) The compound is CC1C=C(Sc2ccccc2)C(=O)O1. The result is 0 (inactive). (6) The molecule is O=C(O)c1cc(N=Nc2ccc(CCc3ccc(N=Nc4cc(C(=O)O)c(O)c5ccccc45)cc3S(=O)(=O)O)c(S(=O)(=O)O)c2)c2ccccc2c1O.[NaH]. The result is 0 (inactive). (7) The drug is COc1ccc2c(c1)C(=O)C(=Cc1ccccc1)C2. The result is 0 (inactive). (8) The compound is COCCN(C(=O)c1ccccc1)C1CCC(=O)c2[nH]c3ccccc3c21. The result is 0 (inactive).